From a dataset of Full USPTO retrosynthesis dataset with 1.9M reactions from patents (1976-2016). Predict the reactants needed to synthesize the given product. (1) Given the product [CH2:1]([N:8]1[CH:16]=[N:15][C:14]2[C:9]1=[N:10][CH:11]=[N:12][CH:13]=2)[C:2]1[CH:3]=[CH:4][CH:5]=[CH:6][CH:7]=1, predict the reactants needed to synthesize it. The reactants are: [CH2:1]([N:8]1[CH:16]=[N:15][C:14]2[C:9]1=[N:10][CH:11]=[N:12][C:13]=2N)[C:2]1[CH:7]=[CH:6][CH:5]=[CH:4][CH:3]=1.N(OC(C)(C)C)=O. (2) Given the product [CH3:19][S:18][C:10]1[C:9]([NH:8][C:22](=[O:23])[CH:21]=[CH2:20])=[C:14]([S:15][CH3:16])[CH:13]=[C:12]([CH3:17])[N:11]=1, predict the reactants needed to synthesize it. The reactants are: C(N(CC)CC)C.[NH2:8][C:9]1[C:10]([S:18][CH3:19])=[N:11][C:12]([CH3:17])=[CH:13][C:14]=1[S:15][CH3:16].[CH2:20]1C[O:23][CH2:22][CH2:21]1. (3) Given the product [C:1]1([C:7]2[CH:8]=[CH:9][C:10]3[N:11]([C:13]([CH2:16][NH:17][C:19]4[N:27]=[CH:26][N:25]=[C:24]5[C:20]=4[NH:21][CH:22]=[N:23]5)=[N:14][N:15]=3)[N:12]=2)[CH:2]=[CH:3][CH:4]=[CH:5][CH:6]=1, predict the reactants needed to synthesize it. The reactants are: [C:1]1([C:7]2[CH:8]=[CH:9][C:10]3[N:11]([C:13]([CH2:16][NH2:17])=[N:14][N:15]=3)[N:12]=2)[CH:6]=[CH:5][CH:4]=[CH:3][CH:2]=1.Cl[C:19]1[N:27]=[CH:26][N:25]=[C:24]2[C:20]=1[NH:21][CH:22]=[N:23]2.C(O)(CC)C. (4) Given the product [Br:1][C:2]1[CH:3]=[CH:4][C:5]([CH:8]([CH3:12])[C:9]([CH2:22][S:23]([NH2:26])(=[O:25])=[O:24])=[O:11])=[CH:6][CH:7]=1, predict the reactants needed to synthesize it. The reactants are: [Br:1][C:2]1[CH:7]=[CH:6][C:5]([CH:8]([CH3:12])[C:9]([OH:11])=O)=[CH:4][CH:3]=1.CN(C1C=CC=CN=1)C.[CH3:22][S:23]([NH2:26])(=[O:25])=[O:24].C1(N=C=NC2CCCCC2)CCCCC1. (5) Given the product [CH2:20]([C:15]1[N:14]=[N:13][C:12]([N:9]2[CH2:10][CH2:11][C:6]([CH3:27])([C:4]([OH:5])=[O:3])[CH2:7][CH2:8]2)=[C:17]([CH3:18])[C:16]=1[CH3:19])[C:21]1[CH:26]=[CH:25][CH:24]=[CH:23][CH:22]=1, predict the reactants needed to synthesize it. The reactants are: C([O:3][C:4]([C:6]1([CH3:27])[CH2:11][CH2:10][N:9]([C:12]2[N:13]=[N:14][C:15]([CH2:20][C:21]3[CH:26]=[CH:25][CH:24]=[CH:23][CH:22]=3)=[C:16]([CH3:19])[C:17]=2[CH3:18])[CH2:8][CH2:7]1)=[O:5])C.[OH-].[Na+]. (6) The reactants are: [CH3:1][NH:2][C:3]1[N:8]=[C:7]([CH2:9][CH2:10][OH:11])[CH:6]=[CH:5][CH:4]=1.[O:12]1[C:16]2[CH:17]=[CH:18][C:19]([CH:21]([CH2:28][C:29]3[CH:33]=[C:32](O)[N:31]([CH3:35])[N:30]=3)[CH2:22][C:23]([O:25]CC)=[O:24])=[CH:20][C:15]=2[O:14][CH2:13]1.C1(P(C2C=CC=CC=2)C2C=CC=CC=2)C=CC=CC=1.N(C(OC(C)C)=O)=NC(OC(C)C)=O. Given the product [O:12]1[C:16]2[CH:17]=[CH:18][C:19]([CH:21]([CH2:28][C:29]3[CH:33]=[C:32]([O:11][CH2:10][CH2:9][C:7]4[CH:6]=[CH:5][CH:4]=[C:3]([NH:2][CH3:1])[N:8]=4)[N:31]([CH3:35])[N:30]=3)[CH2:22][C:23]([OH:25])=[O:24])=[CH:20][C:15]=2[O:14][CH2:13]1, predict the reactants needed to synthesize it. (7) Given the product [N:16]([C:10]1[CH:9]=[CH:8][C:7]2[NH:6][C:5]3[C:13]([C:12]=2[CH:11]=1)=[CH:14][C:2]([Br:1])=[CH:3][CH:4]=3)=[N+:17]=[N-:18], predict the reactants needed to synthesize it. The reactants are: [Br:1][C:2]1[CH:3]=[CH:4][C:5]2[NH:6][C:7]3[C:12]([C:13]=2[CH:14]=1)=[CH:11][C:10](Br)=[CH:9][CH:8]=3.[N-:16]=[N+:17]=[N-:18].[Na+].N1CCC[C@H]1C(O)=O.[OH-].[Na+].